From a dataset of Catalyst prediction with 721,799 reactions and 888 catalyst types from USPTO. Predict which catalyst facilitates the given reaction. (1) Reactant: C([O:8][C:9]1[C:10]2[N:11]([C:18]([CH3:22])=[C:19]([CH3:21])[N:20]=2)[CH:12]=[C:13]([CH2:15][O:16][CH3:17])[CH:14]=1)C1C=CC=CC=1.[H][H]. Product: [CH3:17][O:16][CH2:15][CH:13]1[CH2:12][N:11]2[C:18]([CH3:22])=[C:19]([CH3:21])[N:20]=[C:10]2[C:9](=[O:8])[CH2:14]1. The catalyst class is: 19. (2) Reactant: [CH3:1][C:2]([C:5]#[C:6]/[CH:7]=[CH:8]/[CH2:9][N:10]([CH2:12][C:13]1[CH:14]=[CH:15][CH:16]=[C:17]2[CH:22]=[CH:21][CH:20]=[CH:19][C:18]=12)[CH3:11])([CH3:4])[CH3:3].[ClH:23]. Product: [CH3:4][C:2]([C:5]#[C:6]/[CH:7]=[CH:8]/[CH2:9][N:10]([CH2:12][C:13]1[CH:14]=[CH:15][CH:16]=[C:17]2[CH:22]=[CH:21][CH:20]=[CH:19][C:18]=12)[CH3:11])([CH3:1])[CH3:3].[ClH:23]. The catalyst class is: 32. (3) Reactant: [Cl:1][C:2]1[N:7]=[CH:6][C:5]([C:8]([O:10]CC)=[O:9])=[CH:4][N:3]=1.[OH-].[Na+].Cl. Product: [Cl:1][C:2]1[N:7]=[CH:6][C:5]([C:8]([OH:10])=[O:9])=[CH:4][N:3]=1. The catalyst class is: 20.